Task: Predict the product of the given reaction.. Dataset: Forward reaction prediction with 1.9M reactions from USPTO patents (1976-2016) (1) Given the reactants C([NH:4][C:5]1[CH:13]=[C:12]2[C:8]([C:9]([C:33]3[CH:38]=[CH:37][N:36]=[C:35]([CH3:39])[CH:34]=3)=[N:10][N:11]2C(C2C=CC=CC=2)(C2C=CC=CC=2)C2C=CC=CC=2)=[CH:7][C:6]=1[C:40]([OH:42])=[O:41])(=O)C.Cl, predict the reaction product. The product is: [NH2:4][C:5]1[CH:13]=[C:12]2[C:8]([C:9]([C:33]3[CH:38]=[CH:37][N:36]=[C:35]([CH3:39])[CH:34]=3)=[N:10][NH:11]2)=[CH:7][C:6]=1[C:40]([OH:42])=[O:41]. (2) The product is: [C:1]([CH2:3][CH2:4][CH2:5][C:6]([NH:23][CH2:22][C:21]([C:19]1[N:20]=[C:16]([C:13]2[CH:12]=[CH:11][C:10]([F:9])=[CH:15][CH:14]=2)[O:17][CH:18]=1)([CH3:24])[CH3:25])=[O:8])#[N:2]. Given the reactants [C:1]([CH2:3][CH2:4][CH2:5][C:6]([OH:8])=O)#[N:2].[F:9][C:10]1[CH:15]=[CH:14][C:13]([C:16]2[O:17][CH:18]=[C:19]([C:21]([CH3:25])([CH3:24])[CH2:22][NH2:23])[N:20]=2)=[CH:12][CH:11]=1, predict the reaction product. (3) Given the reactants [S:1]1[CH:5]=[CH:4][C:3]([C:6]2[CH:13]=[CH:12][C:9]([CH:10]=[O:11])=[CH:8][N:7]=2)=[CH:2]1.[CH:14]1([Mg]Br)[CH2:16][CH2:15]1, predict the reaction product. The product is: [CH:14]1([CH:10]([C:9]2[CH:8]=[N:7][C:6]([C:3]3[CH:4]=[CH:5][S:1][CH:2]=3)=[CH:13][CH:12]=2)[OH:11])[CH2:16][CH2:15]1. (4) Given the reactants [CH3:1][O:2][CH2:3][CH2:4][C:5]1([O:14][C:15]2[CH:20]=[CH:19][C:18]([O:21][C:22]3[CH:27]=[CH:26][C:25]([C:28]4[CH:32]=[CH:31][N:30]([C:33]5[CH:38]=[CH:37][C:36]([F:39])=[CH:35][CH:34]=5)[N:29]=4)=[CH:24][CH:23]=3)=[CH:17][CH:16]=2)[C:10](=[O:11])[NH:9][C:8](=[O:12])[NH:7][C:6]1=[O:13].Br[C:41]1(CCOCC)C(=O)NC(=O)NC1=O, predict the reaction product. The product is: [CH2:1]([O:2][CH2:3][CH2:4][C:5]1([O:14][C:15]2[CH:16]=[CH:17][C:18]([O:21][C:22]3[CH:27]=[CH:26][C:25]([C:28]4[CH:32]=[CH:31][N:30]([C:33]5[CH:34]=[CH:35][C:36]([F:39])=[CH:37][CH:38]=5)[N:29]=4)=[CH:24][CH:23]=3)=[CH:19][CH:20]=2)[C:6](=[O:13])[NH:7][C:8](=[O:12])[NH:9][C:10]1=[O:11])[CH3:41]. (5) Given the reactants [C:1](OCC)(=O)[CH2:2][CH3:3].O.[NH2:9][NH2:10].C(S[C:14]([C:24]1[CH:29]=[CH:28][C:27]([F:30])=[CH:26][CH:25]=1)=[N:15][C:16]1[C:21]([CH3:22])=[CH:20][CH:19]=[CH:18][C:17]=1[CH3:23])C, predict the reaction product. The product is: [CH3:23][C:17]1[CH:18]=[CH:19][CH:20]=[C:21]([CH3:22])[C:16]=1[N:15]1[C:14]([C:24]2[CH:29]=[CH:28][C:27]([F:30])=[CH:26][CH:25]=2)=[N:10][N:9]=[C:1]1[CH2:2][CH3:3]. (6) The product is: [OH:19][NH:18][C:1]([C:3]1[CH:4]=[CH:5][C:6]([NH:9][C:10](=[O:16])[O:11][C:12]([CH3:14])([CH3:13])[CH3:15])=[N:7][CH:8]=1)=[NH:2]. Given the reactants [C:1]([C:3]1[CH:4]=[CH:5][C:6]([NH:9][C:10](=[O:16])[O:11][C:12]([CH3:15])([CH3:14])[CH3:13])=[N:7][CH:8]=1)#[N:2].Cl.[NH2:18][OH:19].C(N(CC)C(C)C)(C)C, predict the reaction product. (7) Given the reactants [CH3:1][O:2][C:3](=[O:17])[C:4]1[CH:9]=[CH:8][C:7]([C:10]2[O:11][C:12]([CH:15]=O)=[CH:13][CH:14]=2)=[CH:6][CH:5]=1.[N:18]1([CH2:24][CH2:25][CH2:26][N:27]2[C:31](=[O:32])[CH2:30][S:29][C:28]2=[S:33])[CH2:23][CH2:22][O:21][CH2:20][CH2:19]1, predict the reaction product. The product is: [CH3:1][O:2][C:3](=[O:17])[C:4]1[CH:5]=[CH:6][C:7]([C:10]2[O:11][C:12]([CH:15]=[C:30]3[S:29][C:28](=[S:33])[N:27]([CH2:26][CH2:25][CH2:24][N:18]4[CH2:19][CH2:20][O:21][CH2:22][CH2:23]4)[C:31]3=[O:32])=[CH:13][CH:14]=2)=[CH:8][CH:9]=1.